This data is from Reaction yield outcomes from USPTO patents with 853,638 reactions. The task is: Predict the reaction yield, written as a fraction of the theoretical maximum amount of product (1.0 means a 100% yield; for example, 0.34 means a 34% yield). (1) The reactants are Br[C:2]1[CH:3]=[C:4]([C:9]([O:11][CH3:12])=[O:10])[O:5][C:6]=1[CH2:7][CH3:8].C(=O)([O-])[O-].[K+].[K+].[CH3:19][N:20]1[C:24](B2OC(C)(C)C(C)(C)O2)=[CH:23][CH:22]=[N:21]1. The catalyst is CC(C)([P](C(C)(C)C)([Pd][P](C(C)(C)C)(C(C)(C)C)C(C)(C)C)C(C)(C)C)C. The product is [CH2:7]([C:6]1[O:5][C:4]([C:9]([O:11][CH3:12])=[O:10])=[CH:3][C:2]=1[C:24]1[N:20]([CH3:19])[N:21]=[CH:22][CH:23]=1)[CH3:8]. The yield is 0.713. (2) The reactants are [C:1]([C:4]1[C:5]([C@@H:11]([NH:15][C:16](=[O:22])[O:17][C:18]([CH3:21])([CH3:20])[CH3:19])[CH:12]([CH3:14])[CH3:13])=[N:6][CH:7]=[C:8]([Cl:10])[CH:9]=1)(=[O:3])[CH3:2].[BH4-].[Na+]. The catalyst is CCO. The product is [C:18]([O:17][C:16](=[O:22])[NH:15][C@H:11]([C:5]1[C:4]([CH:1]([OH:3])[CH3:2])=[CH:9][C:8]([Cl:10])=[CH:7][N:6]=1)[CH:12]([CH3:14])[CH3:13])([CH3:20])([CH3:21])[CH3:19]. The yield is 0.850. (3) The reactants are [CH2:1]([O:3][C:4](=[O:12])[CH:5]=[CH:6][CH:7](OC)OC)[CH3:2].C1(C)C=CC(S(O)(=O)=O)=CC=1.[NH2:24][C:25]1[CH:30]=[CH:29][CH:28]=[CH:27][N:26]=1. The catalyst is C(#N)C.O.C(OCC)(=O)C. The product is [CH2:1]([O:3][C:4](=[O:12])[CH2:5][C:6]1[N:26]2[CH:27]=[CH:28][CH:29]=[CH:30][C:25]2=[N:24][CH:7]=1)[CH3:2]. The yield is 0.730. (4) The reactants are [Br:1][C:2]1[CH:10]=[C:6]([C:7]([OH:9])=O)[C:5]([OH:11])=[CH:4][CH:3]=1.[Cl:12][C:13]1[CH:19]=[CH:18][C:17]([C:20]([F:23])([F:22])[F:21])=[CH:16][C:14]=1[NH2:15]. No catalyst specified. The product is [Br:1][C:2]1[CH:3]=[CH:4][C:5]([OH:11])=[C:6]([CH:10]=1)[C:7]([NH:15][C:14]1[CH:16]=[C:17]([C:20]([F:21])([F:22])[F:23])[CH:18]=[CH:19][C:13]=1[Cl:12])=[O:9]. The yield is 0.342. (5) The reactants are [F:1][C:2]1[CH:7]=[CH:6][C:5]([C:8]2[CH:17]=[CH:16][C:15]3[C:10](=[CH:11][CH:12]=[C:13]([O:18][CH3:19])[CH:14]=3)[C:9]=2[C:20]([C:22]2[CH:27]=[CH:26][C:25]([O:28][CH2:29][CH2:30][N:31]3[CH2:36][CH2:35][CH2:34][CH2:33][CH2:32]3)=[CH:24][CH:23]=2)=O)=[C:4]([S:37]C)[CH:3]=1.[H-].[Al+3].[Li+].[H-].[H-].[H-].[Cl-].[NH4+].C(N(C(C)C)CC)(C)C.CS(Cl)(=O)=O.C(=O)(O)[O-].[Na+]. The catalyst is C1COCC1. The product is [F:1][C:2]1[CH:3]=[C:4]2[C:5](=[CH:6][CH:7]=1)[C:8]1[C:9](=[C:10]3[C:15](=[CH:16][CH:17]=1)[CH:14]=[C:13]([O:18][CH3:19])[CH:12]=[CH:11]3)[CH:20]([C:22]1[CH:27]=[CH:26][C:25]([O:28][CH2:29][CH2:30][N:31]3[CH2:32][CH2:33][CH2:34][CH2:35][CH2:36]3)=[CH:24][CH:23]=1)[S:37]2. The yield is 0.440. (6) The reactants are C([Si]([C:8]1[C:13]([F:14])=[C:12]([C:15]2[C:23]3[C:18](=[N:19][CH:20]=[N:21][CH:22]=3)[NH:17][N:16]=2)[N:11]=[C:10]([N:24]2[CH2:29][CH2:28][NH:27][C@H:26]([C@:30]([CH3:39])([O:34][Si](C)(C)C)[CH:31]([CH3:33])[CH3:32])[CH2:25]2)[C:9]=1[F:40])(C)C)(C)(C)C.CCCC[N+](CCCC)(CCCC)CCCC.[F-]. The catalyst is C1COCC1.CCOC(C)=O. The product is [F:40][C:9]1[C:10]([N:24]2[CH2:29][CH2:28][NH:27][C@H:26]([C@:30]([OH:34])([CH:31]([CH3:32])[CH3:33])[CH3:39])[CH2:25]2)=[N:11][C:12]([C:15]2[C:23]3[C:18](=[N:19][CH:20]=[N:21][CH:22]=3)[NH:17][N:16]=2)=[C:13]([F:14])[CH:8]=1. The yield is 0.402. (7) The reactants are [F:1][C:2]1[CH:3]=[C:4]([CH:6]=[CH:7][C:8]=1[F:9])[NH2:5].C(#N)C.[CH2:13]=[C:14]1[O:18][C:16](=[O:17])[CH2:15]1. The catalyst is O. The product is [F:1][C:2]1[CH:3]=[C:4]([NH:5][C:16](=[O:17])[CH2:15][C:14](=[O:18])[CH3:13])[CH:6]=[CH:7][C:8]=1[F:9]. The yield is 0.741.